Predict the reaction yield, written as a fraction of the theoretical maximum amount of product (1.0 means a 100% yield; for example, 0.34 means a 34% yield). From a dataset of Reaction yield outcomes from USPTO patents with 853,638 reactions. (1) The reactants are Br[C:2]1[CH:7]=[CH:6][C:5]([O:8][CH3:9])=[C:4]([F:10])[CH:3]=1.[CH2:11]([Li])[CH2:12]CC.[O:16]=[C:17]1[CH2:22][CH2:21][N:20]([C:23]([O:25][C:26]([CH3:29])(C)C)=[O:24])[CH2:19][CH2:18]1. The catalyst is O1CCCC1. The product is [F:10][C:4]1[CH:3]=[C:2]([C:17]2([OH:16])[CH2:18][CH2:19][N:20]([C:23]([O:25][CH2:26][CH2:29][CH2:11][CH3:12])=[O:24])[CH2:21][CH2:22]2)[CH:7]=[CH:6][C:5]=1[O:8][CH3:9]. The yield is 0.630. (2) The reactants are [C:1]([NH:6][C:7]1[CH:8]=[C:9]([CH:13]2[CH2:18][CH2:17][N:16](C(OC(C)(C)C)=O)[CH2:15][CH2:14]2)[CH:10]=[CH:11][CH:12]=1)(=[O:5])[CH:2]([CH3:4])[CH3:3].Cl. The catalyst is O1CCOCC1. The product is [CH3:3][CH:2]([CH3:4])[C:1]([NH:6][C:7]1[CH:12]=[CH:11][CH:10]=[C:9]([CH:13]2[CH2:18][CH2:17][NH:16][CH2:15][CH2:14]2)[CH:8]=1)=[O:5]. The yield is 0.460.